This data is from NCI-60 drug combinations with 297,098 pairs across 59 cell lines. The task is: Regression. Given two drug SMILES strings and cell line genomic features, predict the synergy score measuring deviation from expected non-interaction effect. (1) Drug 1: CN(C)C1=NC(=NC(=N1)N(C)C)N(C)C. Drug 2: CC12CCC3C(C1CCC2O)C(CC4=C3C=CC(=C4)O)CCCCCCCCCS(=O)CCCC(C(F)(F)F)(F)F. Cell line: SF-268. Synergy scores: CSS=-0.272, Synergy_ZIP=2.30, Synergy_Bliss=3.09, Synergy_Loewe=-4.69, Synergy_HSA=-2.88. (2) Drug 1: COC1=C(C=C2C(=C1)N=CN=C2NC3=CC(=C(C=C3)F)Cl)OCCCN4CCOCC4. Drug 2: CCC1=C2CN3C(=CC4=C(C3=O)COC(=O)C4(CC)O)C2=NC5=C1C=C(C=C5)O. Cell line: ACHN. Synergy scores: CSS=60.8, Synergy_ZIP=2.60, Synergy_Bliss=3.37, Synergy_Loewe=1.03, Synergy_HSA=6.29.